This data is from NCI-60 drug combinations with 297,098 pairs across 59 cell lines. The task is: Regression. Given two drug SMILES strings and cell line genomic features, predict the synergy score measuring deviation from expected non-interaction effect. (1) Drug 1: CNC(=O)C1=CC=CC=C1SC2=CC3=C(C=C2)C(=NN3)C=CC4=CC=CC=N4. Drug 2: CC1=C(C(=O)C2=C(C1=O)N3CC4C(C3(C2COC(=O)N)OC)N4)N. Cell line: COLO 205. Synergy scores: CSS=44.9, Synergy_ZIP=3.72, Synergy_Bliss=1.24, Synergy_Loewe=-16.0, Synergy_HSA=-0.765. (2) Drug 1: CC1=C(C=C(C=C1)NC2=NC=CC(=N2)N(C)C3=CC4=NN(C(=C4C=C3)C)C)S(=O)(=O)N.Cl. Drug 2: C1=C(C(=O)NC(=O)N1)N(CCCl)CCCl. Cell line: OVCAR-4. Synergy scores: CSS=5.67, Synergy_ZIP=-2.01, Synergy_Bliss=1.50, Synergy_Loewe=2.61, Synergy_HSA=2.43. (3) Drug 1: C(=O)(N)NO. Drug 2: CC(C)NC(=O)C1=CC=C(C=C1)CNNC.Cl. Cell line: SF-295. Synergy scores: CSS=-3.98, Synergy_ZIP=1.12, Synergy_Bliss=0.215, Synergy_Loewe=-2.26, Synergy_HSA=-3.42. (4) Drug 1: CC1=C(C=C(C=C1)C(=O)NC2=CC(=CC(=C2)C(F)(F)F)N3C=C(N=C3)C)NC4=NC=CC(=N4)C5=CN=CC=C5. Drug 2: CN(C(=O)NC(C=O)C(C(C(CO)O)O)O)N=O. Cell line: HT29. Synergy scores: CSS=3.99, Synergy_ZIP=-1.51, Synergy_Bliss=-2.60, Synergy_Loewe=-3.01, Synergy_HSA=-1.75. (5) Synergy scores: CSS=32.3, Synergy_ZIP=-4.20, Synergy_Bliss=-3.38, Synergy_Loewe=-16.0, Synergy_HSA=-3.36. Drug 2: C1=NNC2=C1C(=O)NC=N2. Cell line: NCI/ADR-RES. Drug 1: C1=C(C(=O)NC(=O)N1)F.